This data is from Reaction yield outcomes from USPTO patents with 853,638 reactions. The task is: Predict the reaction yield, written as a fraction of the theoretical maximum amount of product (1.0 means a 100% yield; for example, 0.34 means a 34% yield). (1) The reactants are FC(F)(F)S(O[C:7]1[CH:16]=[CH:15][C:14]2[CH2:13][CH2:12][CH:11]([NH:17][C:18]([O:20][C:21]([CH3:24])([CH3:23])[CH3:22])=[O:19])[CH2:10][C:9]=2[CH:8]=1)(=O)=O.C(N(CC)CC)C.[CH3:34][OH:35].C1(P(C2C=CC=CC=2)CCCP(C2C=CC=CC=2)C2C=CC=CC=2)C=CC=CC=1.CN([CH:68]=[O:69])C. The catalyst is C([O-])(=O)C.[Pd+2].C([O-])(=O)C. The product is [C:21]([O:20][C:18]([NH:17][CH:11]1[CH2:10][C:9]2[CH:8]=[C:7]([C:34]([O:69][CH3:68])=[O:35])[CH:16]=[CH:15][C:14]=2[CH2:13][CH2:12]1)=[O:19])([CH3:24])([CH3:23])[CH3:22]. The yield is 0.550. (2) The reactants are C([O:3][C:4](=[O:41])[C:5]([NH:7][C:8]1[C:9](=[O:40])[N:10]([CH2:33][C:34]2[CH:39]=[CH:38][CH:37]=[CH:36][CH:35]=2)[CH:11]=[C:12]([C:14]2[CH:19]=[CH:18][C:17]([C:20]3[C:25]4[O:26][C:27]5[CH:32]=[CH:31][CH:30]=[CH:29][C:28]=5[C:24]=4[CH:23]=[CH:22][CH:21]=3)=[CH:16][CH:15]=2)[CH:13]=1)=[O:6])C.[OH-].[Na+].Cl. The catalyst is O1CCOCC1. The product is [CH2:33]([N:10]1[CH:11]=[C:12]([C:14]2[CH:15]=[CH:16][C:17]([C:20]3[C:25]4[O:26][C:27]5[CH:32]=[CH:31][CH:30]=[CH:29][C:28]=5[C:24]=4[CH:23]=[CH:22][CH:21]=3)=[CH:18][CH:19]=2)[CH:13]=[C:8]([NH:7][C:5](=[O:6])[C:4]([OH:41])=[O:3])[C:9]1=[O:40])[C:34]1[CH:39]=[CH:38][CH:37]=[CH:36][CH:35]=1. The yield is 0.990. (3) The reactants are [O:1]=[CH:2][C:3]1[CH:11]=[CH:10][C:7]([O:8][CH3:9])=[C:5]([OH:6])[CH:4]=1.[CH3:12][C:13]1C=C[C:16](S(OCCCC#C)(=O)=O)=[CH:15][CH:14]=1. No catalyst specified. The product is [CH3:9][O:8][C:7]1[CH:10]=[CH:11][C:3]([CH:2]=[O:1])=[CH:4][C:5]=1[O:6][CH2:16][CH2:15][CH2:14][C:13]#[CH:12]. The yield is 0.830. (4) The product is [Cl:18][C:19]1[CH:20]=[CH:21][C:22]([C:25]2[CH2:30][S:29][C:28](=[O:31])[N:27]([CH2:7][C:6]3[CH:9]=[CH:10][CH:11]=[C:4]([N+:1]([O-:3])=[O:2])[CH:5]=3)[N:26]=2)=[CH:23][CH:24]=1. The catalyst is C(#N)C. The reactants are [N+:1]([C:4]1[CH:5]=[C:6]([CH:9]=[CH:10][CH:11]=1)[CH2:7]Br)([O-:3])=[O:2].C(=O)([O-])[O-].[K+].[K+].[Cl:18][C:19]1[CH:24]=[CH:23][C:22]([C:25]2[CH2:30][S:29][C:28](=[O:31])[NH:27][N:26]=2)=[CH:21][CH:20]=1.O. The yield is 0.860. (5) The reactants are Br[C:2]1[CH:7]=[CH:6][CH:5]=[C:4]([CH2:8][F:9])[N:3]=1.[CH2:10]([N:14]1[N:18]=[C:17]2[CH:19]=[CH:20][CH:21]=[CH:22][C:16]2=[N:15]1)[CH2:11][C:12]#[CH:13]. No catalyst specified. The product is [F:9][CH2:8][C:4]1[N:3]=[C:2]([C:13]#[C:12][CH2:11][CH2:10][N:14]2[N:15]=[C:16]3[CH:22]=[CH:21][CH:20]=[CH:19][C:17]3=[N:18]2)[CH:7]=[CH:6][CH:5]=1. The yield is 0.370. (6) The reactants are Cl.[CH2:2]1[C:8]2[CH:9]=[CH:10][CH:11]=[CH:12][C:7]=2[CH2:6][CH2:5][CH2:4][NH:3]1.C(N(CC)CC)C.[C:20](OC(=O)C)(=[O:22])[CH3:21]. The catalyst is ClCCl. The product is [CH2:2]1[C:8]2[CH:9]=[CH:10][CH:11]=[CH:12][C:7]=2[CH2:6][CH2:5][CH2:4][N:3]1[C:20](=[O:22])[CH3:21]. The yield is 0.970.